From a dataset of Catalyst prediction with 721,799 reactions and 888 catalyst types from USPTO. Predict which catalyst facilitates the given reaction. (1) Reactant: [CH3:13][C:12]([O:11][C:9](O[C:9]([O:11][C:12]([CH3:15])([CH3:14])[CH3:13])=[O:10])=[O:10])([CH3:15])[CH3:14].Cl.[NH2:17][CH2:18][C@H:19]([C:23]1[CH:28]=[CH:27][C:26]([Cl:29])=[CH:25][CH:24]=1)[C:20]([OH:22])=[O:21].O.O.O.O.O.[OH-].C[N+](C)(C)C.CC#N. Product: [C:12]([O:11][C:9]([NH:17][CH2:18][C@H:19]([C:23]1[CH:24]=[CH:25][C:26]([Cl:29])=[CH:27][CH:28]=1)[C:20]([OH:22])=[O:21])=[O:10])([CH3:13])([CH3:14])[CH3:15]. The catalyst class is: 6. (2) Reactant: Cl[C:2]1[N:7]=[C:6]([O:8][CH:9]2[CH2:14][CH2:13][CH2:12][CH2:11][CH2:10]2)[C:5]2[C:15]([CH3:18])=[N:16][NH:17][C:4]=2[CH:3]=1.[CH:19]1(B(O)O)[CH2:21][CH2:20]1.C([O-])([O-])=O.[Na+].[Na+]. Product: [CH:9]1([O:8][C:6]2[C:5]3[C:15]([CH3:18])=[N:16][NH:17][C:4]=3[CH:3]=[C:2]([CH:19]3[CH2:21][CH2:20]3)[N:7]=2)[CH2:14][CH2:13][CH2:12][CH2:11][CH2:10]1. The catalyst class is: 294. (3) Reactant: [F:1][C:2]1[CH:3]=[C:4]2[N:10]=[CH:9][N:8]([CH2:11][C:12]3[CH:28]=[CH:27][C:15]4[N:16]=[C:17]([NH:19][C@@H:20]5[CH2:25][CH2:24][CH2:23][CH2:22][C@@H:21]5[OH:26])[S:18][C:14]=4[CH:13]=3)[C:5]2=[N:6][CH:7]=1.[CH3:29][S:30](Cl)(=[O:32])=[O:31].C([O-])(O)=O.[Na+]. Product: [CH3:29][S:30]([O:26][C@H:21]1[CH2:22][CH2:23][CH2:24][CH2:25][C@H:20]1[NH:19][C:17]1[S:18][C:14]2[CH:13]=[C:12]([CH2:11][N:8]3[C:5]4=[N:6][CH:7]=[C:2]([F:1])[CH:3]=[C:4]4[N:10]=[CH:9]3)[CH:28]=[CH:27][C:15]=2[N:16]=1)(=[O:32])=[O:31]. The catalyst class is: 2. (4) Product: [CH2:15]([C:2]1[CH:7]=[CH:6][N:5]=[C:4]([C:8]([O:10][CH2:11][CH3:12])=[O:9])[CH:3]=1)[CH:14]=[CH2:13]. Reactant: Cl[C:2]1[CH:7]=[CH:6][N:5]=[C:4]([C:8]([O:10][CH2:11][CH3:12])=[O:9])[CH:3]=1.[CH2:13]([Sn](CCCC)(CCCC)CCCC)[CH:14]=[CH2:15]. The catalyst class is: 109. (5) Reactant: [CH2:1]([CH:3]([C:6]1[N:11]2[N:12]=[C:13]([CH3:16])[C:14](I)=[C:10]2[N:9]=[C:8]([CH3:17])[CH:7]=1)[CH2:4][CH3:5])[CH3:2].[Cl:18][C:19]1[S:20][CH:21]=[C:22]([Cl:24])[N:23]=1.C(=O)([O-])[O-].[Cs+].[Cs+].N1C2C(=CC=C3C=2N=CC=C3)C=CC=1.CC1OCCC1. Product: [CH2:1]([CH:3]([C:6]1[N:11]2[N:12]=[C:13]([CH3:16])[C:14]([C:21]3[S:20][C:19]([Cl:18])=[N:23][C:22]=3[Cl:24])=[C:10]2[N:9]=[C:8]([CH3:17])[CH:7]=1)[CH2:4][CH3:5])[CH3:2]. The catalyst class is: 44.